This data is from Catalyst prediction with 721,799 reactions and 888 catalyst types from USPTO. The task is: Predict which catalyst facilitates the given reaction. (1) Reactant: [N+]([O-])(O)=O.[NH2:5][NH:6][C:7]([NH2:9])=[NH:8].[C:10]([C:14]1[CH:22]=[CH:21][C:17]([C:18](Cl)=O)=[CH:16][CH:15]=1)([CH3:13])([CH3:12])[CH3:11].[OH-].[Na+].Cl. Product: [C:10]([C:14]1[CH:15]=[CH:16][C:17]([C:18]2[NH:8][C:7]([NH2:9])=[N:6][N:5]=2)=[CH:21][CH:22]=1)([CH3:13])([CH3:12])[CH3:11]. The catalyst class is: 17. (2) Reactant: Cl[C:2]1[N:6]([CH3:7])[C:5]2[C:8]([CH:14]([CH2:17][CH3:18])[CH2:15][CH3:16])=[CH:9][CH:10]=[C:11]([O:12][CH3:13])[C:4]=2[N:3]=1.[Br:19][C:20]1[CH:25]=[C:24]([F:26])[C:23]([OH:27])=[C:22]([Cl:28])[CH:21]=1.C(=O)([O-])[O-].[K+].[K+].CN(C)C=O. Product: [Br:19][C:20]1[CH:25]=[C:24]([F:26])[C:23]([O:27][C:2]2[N:6]([CH3:7])[C:5]3[C:8]([CH:14]([CH2:17][CH3:18])[CH2:15][CH3:16])=[CH:9][CH:10]=[C:11]([O:12][CH3:13])[C:4]=3[N:3]=2)=[C:22]([Cl:28])[CH:21]=1. The catalyst class is: 6.